This data is from Serine/threonine kinase 33 screen with 319,792 compounds. The task is: Binary Classification. Given a drug SMILES string, predict its activity (active/inactive) in a high-throughput screening assay against a specified biological target. (1) The molecule is Brc1ccc(C(=O)NCCC(=O)NCc2ccncc2)cc1. The result is 0 (inactive). (2) The result is 0 (inactive). The drug is s1c(=S)n(nc1SC)CCc1ccncc1. (3) The compound is S=c1n(N\C=C2\C=C(OC)C(=O)C=C2)c(n[nH]1)c1n[nH]c2c1CCC2. The result is 1 (active).